This data is from Reaction yield outcomes from USPTO patents with 853,638 reactions. The task is: Predict the reaction yield, written as a fraction of the theoretical maximum amount of product (1.0 means a 100% yield; for example, 0.34 means a 34% yield). (1) The reactants are [CH:1]1([CH2:7][CH2:8][C:9]([OH:11])=O)[CH2:6][CH2:5][CH2:4][CH2:3][CH2:2]1.C1(P(C2C=CC=CC=2)C2C=CC=CC=2)C=CC=CC=1.[CH:31]1[CH:36]=[C:35]([S:37][S:37][C:35]2[N:34]=[CH:33][CH:32]=[CH:31][CH:36]=2)[N:34]=[CH:33][CH:32]=1. The catalyst is C(Cl)Cl. The product is [N:34]1[CH:33]=[CH:32][CH:31]=[CH:36][C:35]=1[S:37][C:9](=[O:11])[CH2:8][CH2:7][CH:1]1[CH2:2][CH2:3][CH2:4][CH2:5][CH2:6]1. The yield is 0.900. (2) The reactants are [C:1]([O:5][C:6](=[O:31])[NH:7][CH:8]([CH2:22][C:23]1[CH:28]=[C:27]([F:29])[CH:26]=[C:25]([F:30])[CH:24]=1)[CH:9]([OH:21])[CH2:10][NH:11][CH2:12][C:13]1[CH:18]=[CH:17][CH:16]=[C:15]([CH2:19][CH3:20])[CH:14]=1)([CH3:4])([CH3:3])[CH3:2].C(N(CC)CC)C.[CH2:39]([O:46][C:47](Cl)=[O:48])[C:40]1[CH:45]=[CH:44][CH:43]=[CH:42][CH:41]=1.CCCCCCC.CCOC(C)=O. The yield is 0.710. The catalyst is C1COCC1. The product is [CH2:39]([O:46][C:47](=[O:48])[N:11]([CH2:10][CH:9]([OH:21])[CH:8]([NH:7][C:6]([O:5][C:1]([CH3:2])([CH3:3])[CH3:4])=[O:31])[CH2:22][C:23]1[CH:28]=[C:27]([F:29])[CH:26]=[C:25]([F:30])[CH:24]=1)[CH2:12][C:13]1[CH:18]=[CH:17][CH:16]=[C:15]([CH2:19][CH3:20])[CH:14]=1)[C:40]1[CH:45]=[CH:44][CH:43]=[CH:42][CH:41]=1. (3) The reactants are Br[C:2]1[CH:3]=[C:4]2[C:8](=[CH:9][CH:10]=1)[C:7](=[O:11])[CH2:6][CH2:5]2.C([O-])([O-])=O.[K+].[K+].[C:18]1(C)C=CC=C[CH:19]=1. The catalyst is C1C=CC([P]([Pd]([P](C2C=CC=CC=2)(C2C=CC=CC=2)C2C=CC=CC=2)([P](C2C=CC=CC=2)(C2C=CC=CC=2)C2C=CC=CC=2)[P](C2C=CC=CC=2)(C2C=CC=CC=2)C2C=CC=CC=2)(C2C=CC=CC=2)C2C=CC=CC=2)=CC=1. The product is [CH:18]([C:2]1[CH:3]=[C:4]2[C:8](=[CH:9][CH:10]=1)[C:7](=[O:11])[CH2:6][CH2:5]2)=[CH2:19]. The yield is 0.480. (4) The reactants are Cl.O1[C:6]2([CH2:11][CH2:10][CH:9]([N:12]3[CH2:17][CH2:16][O:15][CH2:14][CH2:13]3)[CH2:8][CH2:7]2)[O:5]CC1.Cl.C([O-])(O)=O.[Na+]. The catalyst is C1COCC1. The product is [N:12]1([CH:9]2[CH2:8][CH2:7][C:6](=[O:5])[CH2:11][CH2:10]2)[CH2:13][CH2:14][O:15][CH2:16][CH2:17]1. The yield is 0.470. (5) The reactants are [CH3:1][N:2]([CH3:6])[C:3](Cl)=[O:4].[NH2:7][C:8]1[CH:13]=[CH:12][C:11]([C@@H:14]2[O:19][CH2:18][CH2:17][N:16]([C:20]3[N:25]([CH3:26])[C:24](=[O:27])[CH:23]=[C:22]([C:28]4[CH:33]=[CH:32][N:31]=[CH:30][C:29]=4[F:34])[N:21]=3)[CH2:15]2)=[CH:10][CH:9]=1.C(N(CC)CC)C. The catalyst is O1CCCC1. The product is [F:34][C:29]1[CH:30]=[N:31][CH:32]=[CH:33][C:28]=1[C:22]1[N:21]=[C:20]([N:16]2[CH2:17][CH2:18][O:19][C@@H:14]([C:11]3[CH:12]=[CH:13][C:8]([NH:7][C:3](=[O:4])[N:2]([CH3:6])[CH3:1])=[CH:9][CH:10]=3)[CH2:15]2)[N:25]([CH3:26])[C:24](=[O:27])[CH:23]=1. The yield is 0.670. (6) The reactants are [CH3:1][O:2][C:3]1[CH:8]=[CH:7][C:6]([C@@:9]23[CH2:17][CH2:16][CH:15]([NH2:18])[CH2:14][C@@H:13]2[N:12]([CH3:19])[CH2:11][CH2:10]3)=[CH:5][C:4]=1[O:20][C:21]([F:24])([F:23])[F:22].[F:25][C:26]1[CH:27]=[C:28]([N:36]=[C:37]=[O:38])[CH:29]=[C:30]([C:32]([F:35])([F:34])[F:33])[CH:31]=1. The catalyst is C(Cl)Cl. The product is [F:25][C:26]1[CH:27]=[C:28]([NH:36][C:37]([NH:18][C@H:15]2[CH2:14][C@H:13]3[C@:9]([C:6]4[CH:7]=[CH:8][C:3]([O:2][CH3:1])=[C:4]([O:20][C:21]([F:24])([F:22])[F:23])[CH:5]=4)([CH2:10][CH2:11][N:12]3[CH3:19])[CH2:17][CH2:16]2)=[O:38])[CH:29]=[C:30]([C:32]([F:34])([F:35])[F:33])[CH:31]=1. The yield is 0.110.